From a dataset of Forward reaction prediction with 1.9M reactions from USPTO patents (1976-2016). Predict the product of the given reaction. (1) Given the reactants [Br:1]Br.[C:3]([N:6]1[CH2:11][CH2:10][C:9](=[O:12])[CH2:8][CH2:7]1)(=[O:5])[CH3:4], predict the reaction product. The product is: [C:3]([N:6]1[CH2:11][CH2:10][C:9](=[O:12])[CH:8]([Br:1])[CH2:7]1)(=[O:5])[CH3:4]. (2) Given the reactants [Cl:1][C:2]1[CH:7]=[C:6]([Cl:8])[CH:5]=[CH:4][C:3]=1[C:9]1[N:10]=[C:11]([C:21]2[CH:26]=[CH:25][CH:24]=[CH:23][CH:22]=2)[NH:12][C:13](=O)[C:14]=1[C:15]([O:17][CH2:18][CH3:19])=[O:16].O=P(Cl)(Cl)[Cl:29].CN(C)C1C=CC=CC=1, predict the reaction product. The product is: [Cl:29][C:13]1[C:14]([C:15]([O:17][CH2:18][CH3:19])=[O:16])=[C:9]([C:3]2[CH:4]=[CH:5][C:6]([Cl:8])=[CH:7][C:2]=2[Cl:1])[N:10]=[C:11]([C:21]2[CH:22]=[CH:23][CH:24]=[CH:25][CH:26]=2)[N:12]=1. (3) Given the reactants [CH3:1][N:2]([C:10]1[CH:11]=[N:12][CH:13]=[CH:14][CH:15]=1)[C:3]1[CH:8]=[CH:7][CH:6]=[C:5]([NH2:9])[CH:4]=1.CCN(C(C)C)C(C)C.[Cl:25][C:26]1[CH:27]=[C:28]([CH:32]=[CH:33][CH:34]=1)[C:29](Cl)=[O:30], predict the reaction product. The product is: [Cl:25][C:26]1[CH:27]=[C:28]([CH:32]=[CH:33][CH:34]=1)[C:29]([NH:9][C:5]1[CH:6]=[CH:7][CH:8]=[C:3]([N:2]([CH3:1])[C:10]2[CH:11]=[N:12][CH:13]=[CH:14][CH:15]=2)[CH:4]=1)=[O:30]. (4) Given the reactants [CH2:1]([O:3][C:4]([C:6]1[CH:11]=[C:10](C)[C:9]([Br:13])=[CH:8][N:7]=1)=[O:5])[CH3:2].Br[C:15]1C=CC(Br)=C(C)N=1, predict the reaction product. The product is: [CH2:1]([O:3][C:4]([C:6]1[CH:11]=[CH:10][C:9]([Br:13])=[C:8]([CH3:15])[N:7]=1)=[O:5])[CH3:2]. (5) Given the reactants [C:1]([O:5][C:6]([N:8]1[CH2:14][CH2:13][C:12]2[C:15]([S:20]C(=O)N(C)C)=[C:16]([Cl:19])[CH:17]=[CH:18][C:11]=2[CH2:10][CH2:9]1)=[O:7])([CH3:4])([CH3:3])[CH3:2].[C:26]([C:29]1[CH:36]=[CH:35][C:32]([CH2:33]Br)=[CH:31][CH:30]=1)(=[O:28])[CH3:27], predict the reaction product. The product is: [C:26]([C:29]1[CH:36]=[CH:35][C:32]([CH2:33][S:20][C:15]2[C:12]3[CH2:13][CH2:14][N:8]([C:6]([O:5][C:1]([CH3:4])([CH3:3])[CH3:2])=[O:7])[CH2:9][CH2:10][C:11]=3[CH:18]=[CH:17][C:16]=2[Cl:19])=[CH:31][CH:30]=1)(=[O:28])[CH3:27]. (6) Given the reactants [Br:1][C:2]1[N:7]=[C:6]([C@:8]([NH:16][S@@:17]([C:19]([CH3:22])([CH3:21])[CH3:20])=[O:18])([CH3:15])[CH2:9][C:10]([O:12][CH2:13][CH3:14])=[O:11])[C:5]([F:23])=[C:4]([Si](CC)(CC)CC)[CH:3]=1.C(O)(=O)C.[F-].[K+].CN(C=O)C, predict the reaction product. The product is: [Br:1][C:2]1[N:7]=[C:6]([C@:8]([NH:16][S@@:17]([C:19]([CH3:22])([CH3:21])[CH3:20])=[O:18])([CH3:15])[CH2:9][C:10]([O:12][CH2:13][CH3:14])=[O:11])[C:5]([F:23])=[CH:4][CH:3]=1. (7) The product is: [Cl:1][C:2]1[CH:3]=[N:4][C:5]([N:24]2[CH2:25][CH:26]([NH:28][C:29]3[CH:34]=[CH:33][C:32]([F:35])=[CH:31][C:30]=3[CH3:36])[CH2:27]2)=[C:6]([CH:23]=1)[C:7]([NH:9][C:10]1([C:13]2[CH:22]=[CH:21][C:16]([C:17]([OH:19])=[O:18])=[CH:15][CH:14]=2)[CH2:12][CH2:11]1)=[O:8]. Given the reactants [Cl:1][C:2]1[CH:3]=[N:4][C:5]([N:24]2[CH2:27][CH:26]([NH:28][C:29]3[CH:34]=[CH:33][C:32]([F:35])=[CH:31][C:30]=3[CH3:36])[CH2:25]2)=[C:6]([CH:23]=1)[C:7]([NH:9][C:10]1([C:13]2[CH:22]=[CH:21][C:16]([C:17]([O:19]C)=[O:18])=[CH:15][CH:14]=2)[CH2:12][CH2:11]1)=[O:8].[OH-].[Na+], predict the reaction product.